This data is from Reaction yield outcomes from USPTO patents with 853,638 reactions. The task is: Predict the reaction yield, written as a fraction of the theoretical maximum amount of product (1.0 means a 100% yield; for example, 0.34 means a 34% yield). (1) The reactants are [Cl:1][C:2]1[CH:3]=[CH:4][C:5]([CH3:9])=[C:6]([CH:8]=1)[NH2:7].Br.Br[CH:12]([C:14]1[CH:15]=[C:16]([C:31]([N:33]([CH3:35])[CH3:34])=[O:32])[CH:17]=[C:18]2[C:23]=1[O:22][C:21]([N:24]1[CH2:29][CH2:28][O:27][CH2:26][CH2:25]1)=[CH:20][C:19]2=[O:30])[CH3:13]. No catalyst specified. The product is [Cl:1][C:2]1[CH:3]=[CH:4][C:5]([CH3:9])=[C:6]([NH:7][CH:12]([C:14]2[CH:15]=[C:16]([C:31]([N:33]([CH3:35])[CH3:34])=[O:32])[CH:17]=[C:18]3[C:23]=2[O:22][C:21]([N:24]2[CH2:29][CH2:28][O:27][CH2:26][CH2:25]2)=[CH:20][C:19]3=[O:30])[CH3:13])[CH:8]=1. The yield is 0.580. (2) The product is [CH3:31][C:21]1[CH:26]=[CH:25][C:24]([S:27]([O:20][CH2:19][CH:16]2[CH2:15][C:14]3[CH:13]=[CH:12][CH:11]=[C:10]([C:3]4[C:4]([Cl:9])=[CH:5][C:6]([Cl:8])=[CH:7][C:2]=4[Cl:1])[C:18]=3[O:17]2)(=[O:29])=[O:28])=[CH:23][CH:22]=1. The reactants are [Cl:1][C:2]1[CH:7]=[C:6]([Cl:8])[CH:5]=[C:4]([Cl:9])[C:3]=1[C:10]1[C:18]2[O:17][CH:16]([CH2:19][OH:20])[CH2:15][C:14]=2[CH:13]=[CH:12][CH:11]=1.[C:21]1([CH3:31])[CH:26]=[CH:25][C:24]([S:27](Cl)(=[O:29])=[O:28])=[CH:23][CH:22]=1.CC1C=CC(S(OCC2CC3C(C(F)(F)F)=CC=C(Cl)C=3O2)(=O)=O)=CC=1. No catalyst specified. The yield is 0.680. (3) The reactants are B(Br)(Br)Br.C([O:12][C:13]1[CH:14]=[C:15]([C:19]2[N:23]3[CH:24]=[C:25]([Br:28])[CH:26]=[CH:27][C:22]3=[N:21][N:20]=2)[CH:16]=[CH:17][CH:18]=1)C1C=CC=CC=1.C([O-])(O)=O.[Na+]. The catalyst is C(Cl)Cl. The product is [Br:28][C:25]1[CH:26]=[CH:27][C:22]2[N:23]([C:19]([C:15]3[CH:14]=[C:13]([OH:12])[CH:18]=[CH:17][CH:16]=3)=[N:20][N:21]=2)[CH:24]=1. The yield is 0.460. (4) The reactants are [CH2:1]([N:3]1[C:7]2=[N:8][C:9]([CH2:30][CH3:31])=[C:10]([CH2:19][NH:20][C:21](=[O:29])[CH2:22][CH2:23][CH2:24][C:25]([O:27]C)=[O:26])[C:11]([NH:12][CH:13]3[CH2:18][CH2:17][O:16][CH2:15][CH2:14]3)=[C:6]2[CH:5]=[N:4]1)[CH3:2].O[Li].O.Cl. The catalyst is CO.O. The product is [CH2:1]([N:3]1[C:7]2=[N:8][C:9]([CH2:30][CH3:31])=[C:10]([CH2:19][NH:20][C:21](=[O:29])[CH2:22][CH2:23][CH2:24][C:25]([OH:27])=[O:26])[C:11]([NH:12][CH:13]3[CH2:14][CH2:15][O:16][CH2:17][CH2:18]3)=[C:6]2[CH:5]=[N:4]1)[CH3:2]. The yield is 0.828. (5) The reactants are [F:1][C:2]1[CH:7]=[CH:6][C:5]([C:8]2[N:9]=[C:10]3[C:15](=[N:16][CH:17]=2)[N:14]=[CH:13][NH:12][C:11]3=O)=[CH:4][CH:3]=1.[NH:19]1[CH:23]=[N:22][CH:21]=[N:20]1.C(N(C(C)C)CC)(C)C.C(#N)C. No catalyst specified. The product is [F:1][C:2]1[CH:7]=[CH:6][C:5]([C:8]2[N:9]=[C:10]3[C:15](=[N:16][CH:17]=2)[N:14]=[CH:13][N:12]=[C:11]3[N:19]2[CH:23]=[N:22][CH:21]=[N:20]2)=[CH:4][CH:3]=1. The yield is 0.990. (6) The reactants are [O:1]1[CH2:6][CH2:5][CH:4]([CH2:7][OH:8])[CH2:3][CH2:2]1.CC([O-])(C)C.[K+].C(O[C:20]([N:22]1[CH2:27][CH2:26][CH:25]([C:28]2[C:37]3[C:32](=[CH:33][C:34](F)=[CH:35][CH:36]=3)[N:31]=[CH:30][N:29]=2)[CH2:24][CH2:23]1)=[O:21])(C)(C)C.Cl.[N+](C1C=CC(OC(=O)[NH:51][C:52]2[CH:57]=[CH:56][C:55]([N:58]3[CH2:62][CH2:61][CH2:60][CH2:59]3)=[CH:54][CH:53]=2)=CC=1)([O-])=O. The catalyst is CS(C)=O.O. The product is [N:58]1([C:55]2[CH:56]=[CH:57][C:52]([NH:51][C:20]([N:22]3[CH2:23][CH2:24][CH:25]([C:28]4[C:37]5[C:32](=[CH:33][C:34]([O:8][CH2:7][CH:4]6[CH2:5][CH2:6][O:1][CH2:2][CH2:3]6)=[CH:35][CH:36]=5)[N:31]=[CH:30][N:29]=4)[CH2:26][CH2:27]3)=[O:21])=[CH:53][CH:54]=2)[CH2:59][CH2:60][CH2:61][CH2:62]1. The yield is 0.0300. (7) The reactants are [CH3:1][N:2]1[CH2:7][CH2:6][N:5]([C:8]2[CH:13]=[CH:12][C:11]([NH:14][C:15]3[N:20]=[C:19]([CH2:21][CH2:22][C:23]4[CH:24]=[C:25]([CH:33]=[CH:34][CH:35]=4)[C:26]([O:28]C(C)(C)C)=O)[C:18]([C:36]([F:39])([F:38])[F:37])=[CH:17][N:16]=3)=[CH:10][CH:9]=2)[CH2:4][CH2:3]1.FC(F)(F)C(O)=O.O[N:48]1C2C=CC=CC=2N=N1.CCN=C=NCCCN(C)C.C(N(CC)C(C)C)(C)C.C(=O)([O-])[O-].[NH4+].[NH4+]. The catalyst is C(Cl)Cl.C1COCC1.CN(C=O)C. The product is [CH3:1][N:2]1[CH2:3][CH2:4][N:5]([C:8]2[CH:13]=[CH:12][C:11]([NH:14][C:15]3[N:20]=[C:19]([CH2:21][CH2:22][C:23]4[CH:24]=[C:25]([CH:33]=[CH:34][CH:35]=4)[C:26]([NH2:48])=[O:28])[C:18]([C:36]([F:39])([F:37])[F:38])=[CH:17][N:16]=3)=[CH:10][CH:9]=2)[CH2:6][CH2:7]1. The yield is 0.760. (8) The reactants are [CH2:1]([C@@:4]1([C:17]2[CH:22]=[CH:21][C:20]([F:23])=[CH:19][CH:18]=2)[O:9][C:8](=[O:10])[N:7]([C@H:11]2[CH2:16][CH2:15][CH2:14][NH:13][CH2:12]2)[CH2:6][CH2:5]1)[CH:2]=[CH2:3].CCN(CC)CC.[C:31](Cl)([O:33][CH2:34][C:35]1[CH:40]=[CH:39][CH:38]=[CH:37][CH:36]=1)=[O:32]. The catalyst is C(Cl)Cl. The product is [CH2:1]([C@@:4]1([C:17]2[CH:22]=[CH:21][C:20]([F:23])=[CH:19][CH:18]=2)[O:9][C:8](=[O:10])[N:7]([C@H:11]2[CH2:16][CH2:15][CH2:14][N:13]([C:31]([O:33][CH2:34][C:35]3[CH:40]=[CH:39][CH:38]=[CH:37][CH:36]=3)=[O:32])[CH2:12]2)[CH2:6][CH2:5]1)[CH:2]=[CH2:3]. The yield is 0.490. (9) The reactants are [N+:1]([CH:4]1[CH2:13][C:12]2C(=CC=CC=2)O[C:5]1=O)([O-])=O.[CH]Cl.[CH3:17][C:18]([O:20][C:21]([CH3:23])=O)=O.[CH3:24][CH2:25][OH:26].[CH3:27][CH2:27][O:26][C:25]([CH3:24])=O. The catalyst is O.[Pd]. The product is [O:20]1[C:21]2[C:23](=[CH:5][C:4]([NH:1][C:25](=[O:26])[CH3:24])=[CH:13][CH:12]=2)[CH2:27][CH2:17][CH2:18]1. The yield is 0.700. (10) The reactants are [OH:1][CH2:2][C:3]1[CH:10]=[C:9]([CH3:11])[C:6]([C:7]#[N:8])=[C:5]([O:12][CH3:13])[N:4]=1. The catalyst is CC(O)=O.C(O)C.[Ni]. The product is [NH2:8][CH2:7][C:6]1[C:9]([CH3:11])=[CH:10][C:3]([CH2:2][OH:1])=[N:4][C:5]=1[O:12][CH3:13]. The yield is 0.587.